Dataset: Forward reaction prediction with 1.9M reactions from USPTO patents (1976-2016). Task: Predict the product of the given reaction. (1) Given the reactants [H-].[Na+].C(OP([CH2:11][C:12]#[N:13])(=O)OCC)C.[C:14]1([C:20]([C:38]2[CH:43]=[CH:42][CH:41]=[CH:40][CH:39]=2)([C:32]2[CH:37]=[CH:36][CH:35]=[CH:34][CH:33]=2)[O:21][CH2:22][CH2:23][N:24]2[C:28]([NH2:29])=[C:27]([CH:30]=O)[CH:26]=[N:25]2)[CH:19]=[CH:18][CH:17]=[CH:16][CH:15]=1, predict the reaction product. The product is: [C:12](/[CH:11]=[CH:30]/[C:27]1[CH:26]=[N:25][N:24]([CH2:23][CH2:22][O:21][C:20]([C:38]2[CH:43]=[CH:42][CH:41]=[CH:40][CH:39]=2)([C:14]2[CH:19]=[CH:18][CH:17]=[CH:16][CH:15]=2)[C:32]2[CH:33]=[CH:34][CH:35]=[CH:36][CH:37]=2)[C:28]=1[NH2:29])#[N:13]. (2) Given the reactants [CH2:1]([O:3][C:4](=[O:24])[CH2:5][C@@H:6]1[C:18]2[NH:17][C:16]3[C:11](=[CH:12][C:13]([F:23])=[CH:14][C:15]=3[S:19]([CH3:22])(=[O:21])=[O:20])[C:10]=2[CH2:9][CH2:8][CH2:7]1)[CH3:2].C1(P(C2C=CC=CC=2)C2C=CC=CC=2)C=CC=CC=1.[Cl:44][C:45]1[CH:50]=[CH:49][C:48]([C@H:51](O)[CH3:52])=[CH:47][CH:46]=1.N(C(OC(C)(C)C)=O)=NC(OC(C)(C)C)=O, predict the reaction product. The product is: [CH2:1]([O:3][C:4](=[O:24])[CH2:5][C@@H:6]1[C:18]2[N:17]([C@H:51]([C:48]3[CH:49]=[CH:50][C:45]([Cl:44])=[CH:46][CH:47]=3)[CH3:52])[C:16]3[C:11](=[CH:12][C:13]([F:23])=[CH:14][C:15]=3[S:19]([CH3:22])(=[O:21])=[O:20])[C:10]=2[CH2:9][CH2:8][CH2:7]1)[CH3:2]. (3) Given the reactants [F:1][C:2]([F:28])([F:27])[C:3]1[C:12]([O:13][C@H:14]2[CH2:19][CH2:18][C@@H:17]([C:20]([F:23])([F:22])[F:21])[CH2:16][CH2:15]2)=[CH:11][CH:10]=[C:9]2[C:4]=1[CH:5]=[CH:6][C:7]([C:24](=O)[CH3:25])=[N:8]2.C[O:30][C:31]([CH:33]1[CH2:39][CH:38]2[NH:40][CH:35]([CH2:36][CH2:37]2)[CH2:34]1)=[O:32].Cl.O1CCCC1.C(O)(=O)C.C(O[BH-](OC(=O)C)OC(=O)C)(=O)C.[Na+].CO.[OH-].[Na+], predict the reaction product. The product is: [F:27][C:2]([F:1])([F:28])[C:3]1[C:12]([O:13][C@H:14]2[CH2:19][CH2:18][C@@H:17]([C:20]([F:21])([F:22])[F:23])[CH2:16][CH2:15]2)=[CH:11][CH:10]=[C:9]2[C:4]=1[CH:5]=[CH:6][C:7]([CH:24]([N:40]1[CH:38]3[CH2:37][CH2:36][CH:35]1[CH2:34][CH:33]([C:31]([OH:30])=[O:32])[CH2:39]3)[CH3:25])=[N:8]2. (4) Given the reactants Br[C:2]1[CH:7]=[CH:6][CH:5]=[CH:4][C:3]=1[CH2:8][C:9]([OH:11])=[O:10].[Br:12][C:13]1[CH:19]=[CH:18][C:17]([Br:20])=[CH:16][C:14]=1[NH2:15], predict the reaction product. The product is: [Br:12][C:13]1[CH:19]=[CH:18][C:17]([Br:20])=[CH:16][C:14]=1[NH:15][C:2]1[CH:7]=[CH:6][CH:5]=[CH:4][C:3]=1[CH2:8][C:9]([OH:11])=[O:10]. (5) Given the reactants [OH:1][C@@H:2]1[CH2:6][CH2:5][O:4][CH2:3]1.C(NC(C)C)(C)C.[Li].[N:15]1([C:19]2[C:28]3[C:23](=[N:24][C:25](Cl)=[C:26]([Cl:29])[N:27]=3)[N:22]=[C:21]([Cl:31])[N:20]=2)[CH2:18][CH2:17][CH2:16]1.O, predict the reaction product. The product is: [N:15]1([C:19]2[C:28]3[C:23](=[N:24][C:25]([O:1][C@@H:2]4[CH2:6][CH2:5][O:4][CH2:3]4)=[C:26]([Cl:29])[N:27]=3)[N:22]=[C:21]([Cl:31])[N:20]=2)[CH2:18][CH2:17][CH2:16]1.